This data is from Forward reaction prediction with 1.9M reactions from USPTO patents (1976-2016). The task is: Predict the product of the given reaction. (1) Given the reactants O[C:2]1[C:7](C)=[C:6](O)[CH:5]=[C:4]([CH3:10])[N:3]=1.O=P(Cl)(Cl)[Cl:13].C(N(CC)C1C=CC=CC=1)C.[CH:27]([Cl:30])(Cl)Cl, predict the reaction product. The product is: [Cl:13][C:2]1[C:7]([CH3:6])=[C:27]([Cl:30])[CH:5]=[C:4]([CH3:10])[N:3]=1. (2) Given the reactants C[O:2][C:3]([C:5]1[CH:10]=[N:9][C:8]([N:11]2[CH2:16][CH2:15][CH2:14][CH2:13][CH2:12]2)=[CH:7][N:6]=1)=[O:4].[OH-].[Na+].C1COCC1, predict the reaction product. The product is: [N:11]1([C:8]2[N:9]=[CH:10][C:5]([C:3]([OH:4])=[O:2])=[N:6][CH:7]=2)[CH2:12][CH2:13][CH2:14][CH2:15][CH2:16]1. (3) Given the reactants [OH-].[Na+].N1C=CC=NC=1.C[O:10][C:11](=[O:37])[CH2:12][C:13]1[CH:18]=[CH:17][C:16]([O:19][C:20]2[C:21]3[CH2:36][CH2:35][CH2:34][C:22]=3[N:23]=[C:24]([C:26]3[CH:31]=[CH:30][C:29]([OH:32])=[C:28]([Cl:33])[CH:27]=3)[N:25]=2)=[CH:15][CH:14]=1.Cl, predict the reaction product. The product is: [Cl:33][C:28]1[CH:27]=[C:26]([C:24]2[N:25]=[C:20]([O:19][C:16]3[CH:15]=[CH:14][C:13]([CH2:12][C:11]([OH:37])=[O:10])=[CH:18][CH:17]=3)[C:21]3[CH2:36][CH2:35][CH2:34][C:22]=3[N:23]=2)[CH:31]=[CH:30][C:29]=1[OH:32]. (4) Given the reactants [CH3:1][C:2]1[CH:3]=[C:4]([CH2:9][CH2:10][C:11]([OH:13])=O)[CH:5]=[CH:6][C:7]=1[CH3:8].C1CN([P+](ON2N=NC3C=CC=CC2=3)(N2CCCC2)N2CCCC2)CC1.F[P-](F)(F)(F)(F)F.[CH2:47]([N:49]1[C:53]([CH2:54][CH2:55][CH2:56][NH2:57])=[CH:52][C:51]([CH3:58])=[N:50]1)[CH3:48].C(N(C(C)C)C(C)C)C, predict the reaction product. The product is: [CH3:1][C:2]1[CH:3]=[C:4]([CH2:9][CH2:10][C:11]([NH:57][CH2:56][CH2:55][CH2:54][C:53]2[N:49]([CH2:47][CH3:48])[N:50]=[C:51]([CH3:58])[CH:52]=2)=[O:13])[CH:5]=[CH:6][C:7]=1[CH3:8]. (5) Given the reactants [N+:1]([C:4]1[C:5]([C:15]([O:17][CH3:18])=[O:16])=[N:6][N:7]([CH:9]2[CH2:14][CH2:13][CH2:12][CH2:11][O:10]2)[CH:8]=1)([O-])=O.C([O-])=O.[NH4+], predict the reaction product. The product is: [NH2:1][C:4]1[C:5]([C:15]([O:17][CH3:18])=[O:16])=[N:6][N:7]([CH:9]2[CH2:14][CH2:13][CH2:12][CH2:11][O:10]2)[CH:8]=1. (6) Given the reactants C([O:3][C:4]([C:6]1([NH:15][C:16]([C:18]2[C:26]3[O:25][C:24]([CH3:27])=[CH:23][C:22]=3[CH:21]=[CH:20][CH:19]=2)=[O:17])[CH2:14][C:13]2[C:8](=[CH:9][CH:10]=[CH:11][CH:12]=2)[CH2:7]1)=[O:5])C.O1CCOCC1.CO.[Li+].[OH-], predict the reaction product. The product is: [CH3:27][C:24]1[O:25][C:26]2[C:18]([C:16]([NH:15][C:6]3([C:4]([OH:5])=[O:3])[CH2:14][C:13]4[C:8](=[CH:9][CH:10]=[CH:11][CH:12]=4)[CH2:7]3)=[O:17])=[CH:19][CH:20]=[CH:21][C:22]=2[CH:23]=1. (7) Given the reactants [N:1]1([C:5]2[N:10]=[C:9]([CH2:11][N:12]3[C@@H:16]([CH3:17])[C@@H:15]([C:18]4[CH:23]=[C:22]([C:24]([F:27])([F:26])[F:25])[CH:21]=[C:20]([C:28]([F:31])([F:30])[F:29])[CH:19]=4)[O:14][C:13]3=[O:32])[C:8]([C:33]3[CH:34]=[C:35]([CH2:41][CH2:42][C:43](O)=[O:44])[CH:36]=[CH:37][C:38]=3[O:39][CH3:40])=[CH:7][CH:6]=2)[CH2:4][CH2:3][CH2:2]1.C(Cl)(=O)C(Cl)=O.C[N:53](C=O)C.[OH-].[NH4+], predict the reaction product. The product is: [N:1]1([C:5]2[N:10]=[C:9]([CH2:11][N:12]3[C@@H:16]([CH3:17])[C@@H:15]([C:18]4[CH:23]=[C:22]([C:24]([F:27])([F:25])[F:26])[CH:21]=[C:20]([C:28]([F:30])([F:31])[F:29])[CH:19]=4)[O:14][C:13]3=[O:32])[C:8]([C:33]3[CH:34]=[C:35]([CH2:41][CH2:42][C:43]([NH2:53])=[O:44])[CH:36]=[CH:37][C:38]=3[O:39][CH3:40])=[CH:7][CH:6]=2)[CH2:4][CH2:3][CH2:2]1.